The task is: Predict the product of the given reaction.. This data is from Forward reaction prediction with 1.9M reactions from USPTO patents (1976-2016). (1) Given the reactants [Cl:1][C:2]1[CH:7]=[CH:6][C:5]([C:8]2[N:9]=[C:10]([NH2:13])[S:11][CH:12]=2)=[CH:4][CH:3]=1.Br[C:15]1[S:16][C:17]([C:20](O)=O)=[CH:18][N:19]=1, predict the reaction product. The product is: [CH2:8]([NH:9][C:15]1[S:16][C:17]([CH2:20][NH:13][C:10]2[S:11][CH:12]=[C:8]([C:5]3[CH:4]=[CH:3][C:2]([Cl:1])=[CH:7][CH:6]=3)[N:9]=2)=[CH:18][N:19]=1)[C:5]1[CH:6]=[CH:7][CH:2]=[CH:3][CH:4]=1. (2) Given the reactants [C:1]1([C:7]2[C:15]3[N:11]([CH:12]=[CH:13][C:14]=3[C:16]([OH:18])=O)[CH:10]=[CH:9][CH:8]=2)[CH:6]=[CH:5][CH:4]=[CH:3][CH:2]=1.Cl.CN(C)CCCN=C=NCC.O.ON1C2C=CC=CC=2N=N1.[Cl:42][C:43]1[CH:44]=[C:45]([N:49]2[CH2:54][CH2:53][NH:52][CH2:51][CH2:50]2)[CH:46]=[CH:47][CH:48]=1, predict the reaction product. The product is: [Cl:42][C:43]1[CH:44]=[C:45]([N:49]2[CH2:54][CH2:53][N:52]([C:16]([C:14]3[CH:13]=[CH:12][N:11]4[C:15]=3[C:7]([C:1]3[CH:2]=[CH:3][CH:4]=[CH:5][CH:6]=3)=[CH:8][CH:9]=[CH:10]4)=[O:18])[CH2:51][CH2:50]2)[CH:46]=[CH:47][CH:48]=1.